Dataset: Forward reaction prediction with 1.9M reactions from USPTO patents (1976-2016). Task: Predict the product of the given reaction. (1) Given the reactants [CH3:1][C:2]1[CH:3]=[C:4]2[C:9](=[CH:10][CH:11]=1)[N:8]=[C:7](Cl)[N:6]=[C:5]2Cl.[NH2:14][C:15]1[CH:22]=[CH:21][C:18]([CH2:19][NH2:20])=[CH:17][CH:16]=1.[F:23][C:24]1[CH:25]=[C:26]([CH:30]=[C:31]([F:33])[CH:32]=1)[C:27](Cl)=[O:28].[CH3:34][NH2:35], predict the reaction product. The product is: [F:23][C:24]1[CH:25]=[C:26]([CH:30]=[C:31]([F:33])[CH:32]=1)[C:27]([NH:14][C:15]1[CH:22]=[CH:21][C:18]([CH2:19][NH:20][C:5]2[C:4]3[C:9](=[CH:10][CH:11]=[C:2]([CH3:1])[CH:3]=3)[N:8]=[C:7]([NH:35][CH3:34])[N:6]=2)=[CH:17][CH:16]=1)=[O:28]. (2) The product is: [F:54][CH:2]([F:1])[C:3]1[C:11]2[C:10]([F:12])([F:13])[CH2:9][CH2:8][C:7]([F:14])([F:15])[C:6]=2[N:5]([CH2:16][C:17]([NH:19][C@H:20]([C:30]2[N:35]=[C:34]([C:36]3[CH:41]=[CH:40][NH:39][C:38](=[O:42])[CH:37]=3)[CH:33]=[CH:32][C:31]=2[C:44]2[CH:45]=[C:46]3[C:50](=[CH:51][CH:52]=2)[CH2:49][NH:48][C:47]3=[O:53])[CH2:21][C:22]2[CH:27]=[C:26]([F:28])[CH:25]=[C:24]([F:29])[CH:23]=2)=[O:18])[N:4]=1. Given the reactants [F:1][CH:2]([F:54])[C:3]1[C:11]2[C:10]([F:13])([F:12])[CH2:9][CH2:8][C:7]([F:15])([F:14])[C:6]=2[N:5]([CH2:16][C:17]([NH:19][C@H:20]([C:30]2[N:35]=[C:34]([C:36]3[CH:41]=[CH:40][N:39]=[C:38]([O:42]C)[CH:37]=3)[CH:33]=[CH:32][C:31]=2[C:44]2[CH:45]=[C:46]3[C:50](=[CH:51][CH:52]=2)[CH2:49][NH:48][C:47]3=[O:53])[CH2:21][C:22]2[CH:27]=[C:26]([F:28])[CH:25]=[C:24]([F:29])[CH:23]=2)=[O:18])[N:4]=1.Cl, predict the reaction product. (3) The product is: [CH2:9]([NH:8][C:6]1[C:5]([CH2:13][C:14]2[CH:19]=[CH:18][C:17]([CH2:20][Cl:27])=[CH:16][C:15]=2[O:22][CH3:23])=[C:4]([CH3:24])[N:3]=[C:2]([NH2:1])[N:7]=1)[CH2:10][CH2:11][CH3:12]. Given the reactants [NH2:1][C:2]1[N:7]=[C:6]([NH:8][CH2:9][CH2:10][CH2:11][CH3:12])[C:5]([CH2:13][C:14]2[CH:19]=[CH:18][C:17]([CH2:20]O)=[CH:16][C:15]=2[O:22][CH3:23])=[C:4]([CH3:24])[N:3]=1.O=S(Cl)[Cl:27].C([O-])(O)=O.[Na+], predict the reaction product.